This data is from Catalyst prediction with 721,799 reactions and 888 catalyst types from USPTO. The task is: Predict which catalyst facilitates the given reaction. (1) Reactant: CC(N=NC(C#N)(C)C)(C#N)C.[C:13](I)([C:16]([C:19]([C:22]([F:25])([F:24])[F:23])([F:21])[F:20])([F:18])[F:17])([F:15])[F:14].[CH2:27]=[CH:28][CH2:29][CH2:30][CH2:31][CH2:32][CH2:33][CH2:34][CH2:35][CH2:36][CH2:37][OH:38]. Product: [C:13]([CH2:27][CH2:28][CH2:29][CH2:30][CH2:31][CH2:32][CH2:33][CH2:34][CH2:35][CH2:36][CH2:37][OH:38])([C:16]([C:19]([C:22]([F:25])([F:24])[F:23])([F:21])[F:20])([F:18])[F:17])([F:15])[F:14]. The catalyst class is: 490. (2) Reactant: [CH2:1]([C:4]1[C:17]2[CH2:16][C:15]3[C:10](=[C:11]([CH2:27][CH2:28][CH3:29])[C:12]([CH2:24][CH2:25][CH3:26])=[C:13]([CH2:21][CH2:22][CH3:23])[C:14]=3[CH2:18][CH2:19][CH3:20])[CH2:9][C:8]=2[C:7]([CH2:30][CH2:31][CH3:32])=[C:6]([CH2:33][CH2:34][CH3:35])[C:5]=1[CH2:36][CH2:37][CH3:38])[CH2:2][CH3:3]. Product: [CH2:30]([C:7]1[C:8]2[C:17](=[CH:16][C:15]3[C:10]([CH:9]=2)=[C:11]([CH2:27][CH2:28][CH3:29])[C:12]([CH2:24][CH2:25][CH3:26])=[C:13]([CH2:21][CH2:22][CH3:23])[C:14]=3[CH2:18][CH2:19][CH3:20])[C:4]([CH2:1][CH2:2][CH3:3])=[C:5]([CH2:36][CH2:37][CH3:38])[C:6]=1[CH2:33][CH2:34][CH3:35])[CH2:31][CH3:32]. The catalyst class is: 48. (3) Reactant: [Cl:1][C:2]1[CH:10]=[C:9]2[C:5]([CH:6]=[C:7]([C:11]3[CH:12]=[C:13]([CH:17]=[O:18])[CH:14]=[N:15][CH:16]=3)[NH:8]2)=[CH:4][CH:3]=1.[CH3:19]N(C=O)C.[H-].[Na+]. Product: [Cl:1][C:2]1[CH:10]=[C:9]2[C:5]([CH:6]=[C:7]([C:11]3[CH:16]=[N:15][CH:14]=[C:13]([CH:17]=[O:18])[CH:12]=3)[N:8]2[CH3:19])=[CH:4][CH:3]=1. The catalyst class is: 6. (4) Reactant: [C:1]([CH2:3][C:4]([NH2:6])=[O:5])#[N:2].[H-].[Na+].C([C:16]1[CH:21]=[CH:20][CH:19]=[CH:18][C:17]=1[C:22](=O)[CH:23]=[C:24]([S:27][CH3:28])SC)C1C=CC=CC=1.C[CH:31]([OH:33])[CH3:32]. Product: [CH2:31]([O:33][C:16]1[CH:21]=[CH:20][CH:19]=[CH:18][C:17]=1[C:22]1[NH:6][C:4](=[O:5])[C:3](=[C:24]([S:27][CH3:28])[CH:23]=1)[C:1]#[N:2])[C:32]1[CH:20]=[CH:21][CH:16]=[CH:17][CH:18]=1. The catalyst class is: 33. (5) Reactant: [Cl:1][CH:2]([Cl:23])[C:3]([N:5]1[C@H:9]([CH2:10]O)[C@@H:8]([C:12]2[CH:17]=[CH:16][C:15]([S:18]([CH3:21])(=[O:20])=[O:19])=[CH:14][CH:13]=2)[O:7][C:6]1=[O:22])=[O:4].C(N(CC)C(F)(F)C(F)C(F)(F)[F:30])C. Product: [Cl:1][CH:2]([Cl:23])[C:3]([N:5]1[C@H:9]([CH2:10][F:30])[C@@H:8]([C:12]2[CH:17]=[CH:16][C:15]([S:18]([CH3:21])(=[O:20])=[O:19])=[CH:14][CH:13]=2)[O:7][C:6]1=[O:22])=[O:4]. The catalyst class is: 2.